This data is from Forward reaction prediction with 1.9M reactions from USPTO patents (1976-2016). The task is: Predict the product of the given reaction. Given the reactants Br.Br[C:3]1[C:4]([CH3:10])=[N:5][CH:6]=[N:7][C:8]=1[CH3:9].P([O-])([O-])([O-])=O.[K+].[K+].[K+].C1(C2C=CC=CC=2)[C:20]([NH2:25])=CC=CC=1.C1(P(C2CCCCC2)C2C=CC=CC=2[C:45]2[C:50]([O:51]C)=[CH:49][CH:48]=[CH:47][C:46]=2OC)CCCCC1, predict the reaction product. The product is: [CH3:10][C:4]1[C:3]([C:47]2[CH:48]=[CH:49][C:50]([OH:51])=[CH:45][C:46]=2[C:20]#[N:25])=[C:8]([CH3:9])[N:7]=[CH:6][N:5]=1.